Dataset: Reaction yield outcomes from USPTO patents with 853,638 reactions. Task: Predict the reaction yield, written as a fraction of the theoretical maximum amount of product (1.0 means a 100% yield; for example, 0.34 means a 34% yield). The reactants are [F:1][C:2]1[CH:24]=[CH:23][C:5]([O:6][C:7]2[CH:8]=[C:9]3[C:13](=[CH:14][C:15]=2[C:16]([NH2:18])=[O:17])[N:12]([CH2:19][CH:20]([CH3:22])[CH3:21])[N:11]=[CH:10]3)=[CH:4][CH:3]=1.C(N1C=CN=C1)(N1C=CN=C1)=O.[CH2:37]([N:44]1[CH2:49][CH2:48][CH:47](N)[CH2:46][CH2:45]1)[C:38]1[CH:43]=[CH:42][CH:41]=[CH:40][CH:39]=1. The catalyst is C1COCC1. The product is [CH2:37]([N:44]1[CH2:49][CH2:48][CH:47]([NH:18][C:16]([C:15]2[CH:14]=[C:13]3[C:9]([CH:10]=[N:11][N:12]3[CH2:19][CH:20]([CH3:22])[CH3:21])=[CH:8][C:7]=2[O:6][C:5]2[CH:23]=[CH:24][C:2]([F:1])=[CH:3][CH:4]=2)=[O:17])[CH2:46][CH2:45]1)[C:38]1[CH:43]=[CH:42][CH:41]=[CH:40][CH:39]=1. The yield is 0.970.